Dataset: Peptide-MHC class I binding affinity with 185,985 pairs from IEDB/IMGT. Task: Regression. Given a peptide amino acid sequence and an MHC pseudo amino acid sequence, predict their binding affinity value. This is MHC class I binding data. (1) The peptide sequence is KVGITGFCY. The MHC is HLA-B58:01 with pseudo-sequence HLA-B58:01. The binding affinity (normalized) is 0.442. (2) The peptide sequence is SVVVHTKMTK. The MHC is HLA-A68:01 with pseudo-sequence HLA-A68:01. The binding affinity (normalized) is 0.728. (3) The peptide sequence is LLPSTDVNK. The MHC is HLA-A31:01 with pseudo-sequence HLA-A31:01. The binding affinity (normalized) is 0.0982. (4) The peptide sequence is GTIIVHPNK. The MHC is HLA-A02:11 with pseudo-sequence HLA-A02:11. The binding affinity (normalized) is 0.0847. (5) The peptide sequence is CSTLPFHTW. The MHC is HLA-B15:17 with pseudo-sequence HLA-B15:17. The binding affinity (normalized) is 0.952. (6) The peptide sequence is APVESMALF. The MHC is HLA-A02:03 with pseudo-sequence HLA-A02:03. The binding affinity (normalized) is 0.0847.